Dataset: Full USPTO retrosynthesis dataset with 1.9M reactions from patents (1976-2016). Task: Predict the reactants needed to synthesize the given product. Given the product [NH2:9][C@H:8]1[C@H:2]([F:1])[CH2:3][O:4][C@H:5]([C:17]2[N:21]([CH3:22])[N:20]=[CH:19][C:18]=2[NH:23][C:40](=[O:41])[C:38]2[CH:37]=[CH:36][C:35]([F:43])=[C:34]([C:28]3[C:27]([F:26])=[CH:32][CH:31]=[CH:30][C:29]=3[F:33])[N:39]=2)[CH2:6][CH2:7]1, predict the reactants needed to synthesize it. The reactants are: [F:1][C@H:2]1[C@H:8]([NH:9]C(=O)OC(C)(C)C)[CH2:7][CH2:6][C@@H:5]([C:17]2[N:21]([CH3:22])[N:20]=[CH:19][C:18]=2[N+:23]([O-])=O)[O:4][CH2:3]1.[F:26][C:27]1[CH:32]=[CH:31][CH:30]=[C:29]([F:33])[C:28]=1[C:34]1[N:39]=[C:38]([C:40](O)=[O:41])[CH:37]=[CH:36][C:35]=1[F:43].